Dataset: Forward reaction prediction with 1.9M reactions from USPTO patents (1976-2016). Task: Predict the product of the given reaction. (1) Given the reactants [Cl:1][C:2]1[CH:7]=[CH:6][C:5]([C:8]2[C:17]3[C:12](=[CH:13][CH:14]=[C:15]([C:18]([OH:20])=O)[CH:16]=3)[CH:11]=[N:10][CH:9]=2)=[CH:4][CH:3]=1.F[B-](F)(F)F.N1(OC(N(C)C)=[N+](C)C)C2C=CC=CC=2N=N1.C(N(CC)C(C)C)(C)C.[CH3:52][N:53]1[CH:57]=[C:56]([NH2:58])[CH:55]=[N:54]1, predict the reaction product. The product is: [Cl:1][C:2]1[CH:3]=[CH:4][C:5]([C:8]2[C:17]3[C:12](=[CH:13][CH:14]=[C:15]([C:18]([NH:58][C:56]4[CH:55]=[N:54][N:53]([CH3:52])[CH:57]=4)=[O:20])[CH:16]=3)[CH:11]=[N:10][CH:9]=2)=[CH:6][CH:7]=1. (2) Given the reactants Cl.[CH3:2][O:3][C@H:4]1[C@@H:9]([NH:10][C:11](=[O:20])[O:12][CH2:13][C:14]2[CH:19]=[CH:18][CH:17]=[CH:16][CH:15]=2)[CH2:8][CH2:7][NH:6][CH2:5]1.Br[C:22]1[CH:23]=[CH:24][C:25]([F:32])=[C:26]([CH:31]=1)[C:27]([O:29][CH3:30])=[O:28].C1C=CC(P(C2C(C3C(P(C4C=CC=CC=4)C4C=CC=CC=4)=CC=C4C=3C=CC=C4)=C3C(C=CC=C3)=CC=2)C2C=CC=CC=2)=CC=1.C(=O)([O-])[O-].[Cs+].[Cs+], predict the reaction product. The product is: [CH2:13]([O:12][C:11]([NH:10][C@H:9]1[CH2:8][CH2:7][N:6]([C:22]2[CH:23]=[CH:24][C:25]([F:32])=[C:26]([CH:31]=2)[C:27]([O:29][CH3:30])=[O:28])[CH2:5][C@H:4]1[O:3][CH3:2])=[O:20])[C:14]1[CH:19]=[CH:18][CH:17]=[CH:16][CH:15]=1. (3) Given the reactants [F:1][C:2]1[CH:7]=[CH:6][CH:5]=[CH:4][C:3]=1[C@H:8]([O:10][C:11](=[O:27])[NH:12][C:13]1[C:14]([CH3:26])=[N:15][O:16][C:17]=1[C:18]1[CH:23]=[CH:22][C:21]([C:24]#[N:25])=[CH:20][CH:19]=1)[CH3:9].C[Si]([N:32]=[N+:33]=[N-:34])(C)C.C([Sn](=O)CCCC)CCC, predict the reaction product. The product is: [F:1][C:2]1[CH:7]=[CH:6][CH:5]=[CH:4][C:3]=1[C@H:8]([O:10][C:11](=[O:27])[NH:12][C:13]1[C:14]([CH3:26])=[N:15][O:16][C:17]=1[C:18]1[CH:19]=[CH:20][C:21]([C:24]2[N:32]=[N:33][NH:34][N:25]=2)=[CH:22][CH:23]=1)[CH3:9]. (4) Given the reactants [C:1]([C:3]1[CH:8]=[CH:7][CH:6]=[CH:5][C:4]=1[C:9]1[CH:14]=[C:13]([CH:15]2[CH2:17][CH2:16]2)[C:12]([O:18][CH2:19][CH2:20][CH3:21])=[C:11]([NH:22][C:23]([NH:25][C:26]2[CH:31]=[CH:30][C:29]([CH:32]3[CH2:34][CH2:33]3)=[CH:28][CH:27]=2)=[O:24])[CH:10]=1)#[N:2].[N:35]([Sn](CCCC)(CCCC)CCCC)=[N+:36]=[N-:37], predict the reaction product. The product is: [CH:15]1([C:13]2[C:12]([O:18][CH2:19][CH2:20][CH3:21])=[C:11]([NH:22][C:23]([NH:25][C:26]3[CH:31]=[CH:30][C:29]([CH:32]4[CH2:33][CH2:34]4)=[CH:28][CH:27]=3)=[O:24])[CH:10]=[C:9]([C:4]3[CH:5]=[CH:6][CH:7]=[CH:8][C:3]=3[C:1]3[NH:37][N:36]=[N:35][N:2]=3)[CH:14]=2)[CH2:16][CH2:17]1. (5) Given the reactants [Si]([O:8][CH2:9][CH2:10][NH:11][C:12]([C:14]1[CH:18]=[CH:17][N:16]([C:19]2[C:20]([NH:34][CH2:35][CH:36]3[CH2:41][CH2:40][CH2:39][N:38](C(OC(C)(C)C)=O)[CH2:37]3)=[CH:21][C:22]([NH:25][C:26]3[CH:31]=[N:30][C:29]([C:32]#[N:33])=[CH:28][N:27]=3)=[N:23][CH:24]=2)[CH:15]=1)=[O:13])(C(C)(C)C)(C)C.[F-].C([N+](CCCC)(CCCC)CCCC)CCC, predict the reaction product. The product is: [C:32]([C:29]1[N:30]=[CH:31][C:26]([NH:25][C:22]2[N:23]=[CH:24][C:19]([N:16]3[CH:17]=[CH:18][C:14]([C:12]([NH:11][CH2:10][CH2:9][OH:8])=[O:13])=[CH:15]3)=[C:20]([NH:34][CH2:35][CH:36]3[CH2:41][CH2:40][CH2:39][NH:38][CH2:37]3)[CH:21]=2)=[N:27][CH:28]=1)#[N:33].